Predict the reaction yield, written as a fraction of the theoretical maximum amount of product (1.0 means a 100% yield; for example, 0.34 means a 34% yield). From a dataset of Reaction yield outcomes from USPTO patents with 853,638 reactions. (1) The reactants are [C:1]([C:5]1[CH:10]=[C:9]([Br:11])[C:8]([N+:12]([O-])=O)=[CH:7][C:6]=1[OH:15])([CH3:4])([CH3:3])[CH3:2]. The catalyst is CO.[Ni]. The product is [C:1]([C:5]1[CH:10]=[C:9]([Br:11])[C:8]([NH2:12])=[CH:7][C:6]=1[OH:15])([CH3:4])([CH3:2])[CH3:3]. The yield is 0.700. (2) The reactants are Cl[C:2]1[S:6][N:5]=[C:4]([CH3:7])[N:3]=1.[NH2:8][C:9]1[CH:14]=[CH:13][CH:12]=[CH:11][N:10]=1.C(O[K])(C)(C)C.C1C=CC(P(C2C(C3C(P(C4C=CC=CC=4)C4C=CC=CC=4)=CC=C4C=3C=CC=C4)=C3C(C=CC=C3)=CC=2)C2C=CC=CC=2)=CC=1. The catalyst is C1(C)C=CC=CC=1.C(Cl)Cl.C1C=CC(/C=C/C(/C=C/C2C=CC=CC=2)=O)=CC=1.C1C=CC(/C=C/C(/C=C/C2C=CC=CC=2)=O)=CC=1.C1C=CC(/C=C/C(/C=C/C2C=CC=CC=2)=O)=CC=1.[Pd].[Pd]. The product is [CH3:7][C:4]1[N:3]=[C:2]([NH:8][C:9]2[CH:14]=[CH:13][CH:12]=[CH:11][N:10]=2)[S:6][N:5]=1. The yield is 0.680. (3) The reactants are C(=O)([O-])[O-].[K+].[K+].[CH:7]([O:9]CCCC)=[CH2:8].C1(P(C2C=CC=CC=2)CCCP(C2C=CC=CC=2)C2C=CC=CC=2)C=CC=CC=1.Br[C:44]1[CH:52]=[CH:51][C:47]([C:48]([OH:50])=[O:49])=[C:46]([CH3:53])[CH:45]=1.Cl. The catalyst is C([O-])(=O)C.[Pd+2].C([O-])(=O)C.C(O)CCC. The product is [C:7]([C:44]1[CH:52]=[CH:51][C:47]([C:48]([OH:50])=[O:49])=[C:46]([CH3:53])[CH:45]=1)(=[O:9])[CH3:8]. The yield is 0.950. (4) The product is [Cl:27][CH2:26][CH2:25][CH2:24][CH2:23][C:13]1([C:17]([O:19][CH2:20][CH3:21])=[O:18])[CH2:16][CH2:15][CH2:14]1. The reactants are [Li]CCCC.N(C(C)C)C(C)C.[CH:13]1([C:17]([O:19][CH2:20][CH3:21])=[O:18])[CH2:16][CH2:15][CH2:14]1.Br[CH2:23][CH2:24][CH2:25][CH2:26][Cl:27].[NH4+].[Cl-]. The yield is 0.860. The catalyst is C1COCC1. (5) The reactants are Br[C:2]1[CH:7]=[CH:6][C:5]([S:8]([CH:11]2[CH2:13][CH2:12]2)(=[O:10])=[O:9])=[CH:4][CH:3]=1.[B:14]1([B:14]2[O:18][C:17]([CH3:20])([CH3:19])[C:16]([CH3:22])([CH3:21])[O:15]2)[O:18][C:17]([CH3:20])([CH3:19])[C:16]([CH3:22])([CH3:21])[O:15]1.C([O-])(=O)C.[K+].O. The catalyst is CS(C)=O.C1C=CC(P(C2C=CC=CC=2)[C-]2C=CC=C2)=CC=1.C1C=CC(P(C2C=CC=CC=2)[C-]2C=CC=C2)=CC=1.Cl[Pd]Cl.[Fe+2].C(Cl)Cl. The product is [CH:11]1([S:8]([C:5]2[CH:6]=[CH:7][C:2]([B:14]3[O:18][C:17]([CH3:20])([CH3:19])[C:16]([CH3:22])([CH3:21])[O:15]3)=[CH:3][CH:4]=2)(=[O:10])=[O:9])[CH2:13][CH2:12]1. The yield is 0.340. (6) The reactants are C[O:2][C:3](=[O:26])[C@@H:4]([N:9]1[CH2:13][C:12]([O:14][C:15]2[C:24]3[CH2:23][CH2:22][CH2:21][CH2:20][C:19]=3[CH:18]=[CH:17][CH:16]=2)=[CH:11][C:10]1=[O:25])[CH2:5][CH:6]([CH3:8])[CH3:7].O.[OH-].[Li+]. The catalyst is O1CCCC1.O. The product is [CH3:7][CH:6]([CH3:8])[CH2:5][C@H:4]([N:9]1[CH2:13][C:12]([O:14][C:15]2[C:24]3[CH2:23][CH2:22][CH2:21][CH2:20][C:19]=3[CH:18]=[CH:17][CH:16]=2)=[CH:11][C:10]1=[O:25])[C:3]([OH:26])=[O:2]. The yield is 0.670. (7) The catalyst is C1COCC1.O. The yield is 0.930. The reactants are [C:1]([O:5][C:6]([NH:8][CH:9]([CH:14]1[CH2:16][CH2:15]1)[CH2:10][C:11]([OH:13])=O)=[O:7])([CH3:4])([CH3:3])[CH3:2].CN(C(O[N:32]1N=[N:32][C:27]2[CH:28]=[CH:29][CH:29]=[CH:28][C:27]1=2)=[N+](C)C)C.F[P-](F)(F)(F)(F)F.C(N(CC)CC)C.C1(N)CC1. The product is [CH:14]1([CH:9]([NH:8][C:6](=[O:7])[O:5][C:1]([CH3:2])([CH3:3])[CH3:4])[CH2:10][C:11]([NH:32][CH:27]2[CH2:29][CH2:28]2)=[O:13])[CH2:16][CH2:15]1.